Task: Predict the reaction yield, written as a fraction of the theoretical maximum amount of product (1.0 means a 100% yield; for example, 0.34 means a 34% yield).. Dataset: Reaction yield outcomes from USPTO patents with 853,638 reactions The reactants are [S:1](N)(N)(=[O:3])=[O:2].[F:6][C:7]1[CH:8]=[C:9]([NH2:20])[C:10]([NH:13][C:14]2[CH:19]=[CH:18][CH:17]=[CH:16][CH:15]=2)=[CH:11][CH:12]=1. The catalyst is COCCOCCOC.C(OCC)(=O)C. The product is [F:6][C:7]1[CH:12]=[CH:11][C:10]2[N:13]([C:14]3[CH:19]=[CH:18][CH:17]=[CH:16][CH:15]=3)[S:1](=[O:3])(=[O:2])[NH:20][C:9]=2[CH:8]=1. The yield is 0.790.